Dataset: Reaction yield outcomes from USPTO patents with 853,638 reactions. Task: Predict the reaction yield, written as a fraction of the theoretical maximum amount of product (1.0 means a 100% yield; for example, 0.34 means a 34% yield). The reactants are [F:1][C:2]1([F:34])[C:9]2([C:13]([F:17])([F:16])[CH2:14][OH:15])[C:10]([F:12])([F:11])[C:5]3([F:26])[C:6]([F:25])([F:24])[C:7]([F:23])([C:20]([F:22])([F:21])[C:3]1([C:29]([F:33])([F:32])[CH2:30][OH:31])[C:4]3([F:28])[F:27])[C:8]2([F:19])[F:18].C(N(CC)CC)C.[C:42](Cl)(=[O:45])[CH:43]=[CH2:44].[Cl-].[Na+]. The catalyst is C(Cl)(Cl)Cl.CCCCCC. The product is [C:30]([OH:31])(=[O:45])[CH:29]=[CH2:3].[C:42]([OH:45])(=[O:15])[CH:43]=[CH2:44].[F:1][C:2]1([F:34])[C:3]2([C:29]([F:33])([F:32])[CH2:30][OH:31])[C:4]([F:28])([F:27])[C:5]3([F:26])[C:6]([F:25])([F:24])[C:7]([F:23])([C:8]([F:18])([F:19])[C:9]1([C:13]([F:16])([F:17])[CH2:14][OH:15])[C:10]3([F:11])[F:12])[C:20]2([F:21])[F:22]. The yield is 0.760.